From a dataset of NCI-60 drug combinations with 297,098 pairs across 59 cell lines. Regression. Given two drug SMILES strings and cell line genomic features, predict the synergy score measuring deviation from expected non-interaction effect. (1) Drug 1: CC=C1C(=O)NC(C(=O)OC2CC(=O)NC(C(=O)NC(CSSCCC=C2)C(=O)N1)C(C)C)C(C)C. Drug 2: CC(C)NC(=O)C1=CC=C(C=C1)CNNC.Cl. Cell line: SNB-19. Synergy scores: CSS=50.6, Synergy_ZIP=4.36, Synergy_Bliss=0.0986, Synergy_Loewe=-51.1, Synergy_HSA=-1.99. (2) Drug 1: CN(CCCl)CCCl.Cl. Drug 2: CN(C(=O)NC(C=O)C(C(C(CO)O)O)O)N=O. Cell line: CCRF-CEM. Synergy scores: CSS=55.1, Synergy_ZIP=-1.89, Synergy_Bliss=-4.25, Synergy_Loewe=-49.0, Synergy_HSA=-3.70. (3) Drug 1: CC(CN1CC(=O)NC(=O)C1)N2CC(=O)NC(=O)C2. Drug 2: C1=C(C(=O)NC(=O)N1)F. Cell line: HCT116. Synergy scores: CSS=61.4, Synergy_ZIP=-2.01, Synergy_Bliss=-3.32, Synergy_Loewe=-2.74, Synergy_HSA=2.55. (4) Drug 1: C1=CC(=CC=C1CCC2=CNC3=C2C(=O)NC(=N3)N)C(=O)NC(CCC(=O)O)C(=O)O. Drug 2: COC1=CC(=CC(=C1O)OC)C2C3C(COC3=O)C(C4=CC5=C(C=C24)OCO5)OC6C(C(C7C(O6)COC(O7)C8=CC=CS8)O)O. Cell line: IGROV1. Synergy scores: CSS=43.5, Synergy_ZIP=-5.64, Synergy_Bliss=0.395, Synergy_Loewe=2.55, Synergy_HSA=5.20. (5) Drug 1: C1CN1C2=NC(=NC(=N2)N3CC3)N4CC4. Drug 2: C(CCl)NC(=O)N(CCCl)N=O. Cell line: M14. Synergy scores: CSS=46.6, Synergy_ZIP=-4.94, Synergy_Bliss=-7.87, Synergy_Loewe=-31.8, Synergy_HSA=-4.65. (6) Drug 1: CC1=CC=C(C=C1)C2=CC(=NN2C3=CC=C(C=C3)S(=O)(=O)N)C(F)(F)F. Drug 2: C1C(C(OC1N2C=C(C(=O)NC2=O)F)CO)O. Cell line: SN12C. Synergy scores: CSS=17.8, Synergy_ZIP=-6.86, Synergy_Bliss=-0.384, Synergy_Loewe=-19.5, Synergy_HSA=1.71. (7) Drug 1: CS(=O)(=O)OCCCCOS(=O)(=O)C. Drug 2: C1=NNC2=C1C(=O)NC=N2. Cell line: HOP-62. Synergy scores: CSS=-2.08, Synergy_ZIP=-0.611, Synergy_Bliss=-6.54, Synergy_Loewe=-6.13, Synergy_HSA=-9.94. (8) Drug 1: CC12CCC(CC1=CCC3C2CCC4(C3CC=C4C5=CN=CC=C5)C)O. Drug 2: CS(=O)(=O)C1=CC(=C(C=C1)C(=O)NC2=CC(=C(C=C2)Cl)C3=CC=CC=N3)Cl. Cell line: SN12C. Synergy scores: CSS=2.95, Synergy_ZIP=5.38, Synergy_Bliss=1.03, Synergy_Loewe=0.729, Synergy_HSA=0.724. (9) Drug 1: C1=CC(=CC=C1CCC2=CNC3=C2C(=O)NC(=N3)N)C(=O)NC(CCC(=O)O)C(=O)O. Drug 2: C1CC(C1)(C(=O)O)C(=O)O.[NH2-].[NH2-].[Pt+2]. Cell line: OVCAR-4. Synergy scores: CSS=22.8, Synergy_ZIP=-13.9, Synergy_Bliss=-13.9, Synergy_Loewe=-16.1, Synergy_HSA=-9.46.